Regression. Given a target protein amino acid sequence and a drug SMILES string, predict the binding affinity score between them. We predict pIC50 (pIC50 = -log10(IC50 in M); higher means more potent). Dataset: bindingdb_ic50. From a dataset of Drug-target binding data from BindingDB using IC50 measurements. (1) The drug is CCN(CC)CCCC[C@H](NC(=O)[C@H](CC(C)C)NC(=O)[C@H](C)NC(=O)[C@H](Cc1ccccc1)NC(=O)c1ccccc1)C(=O)N[C@@H](CO)C(=O)OC. The target protein (Q8N8U2) has sequence MASGDLYEVERIVDKRKNKKGKWEYLIRWKGYGSTEDTWEPEHHLLHCEEFIDEFNGLHMSKDKRIKSGKQSSTSKLLRDSRGPSVEKLSHRPSDPGKSKGTSHKRKRINPPLAKPKKGYSGKPSSGGDRATKTVSYRTTPSGLQIMPLKKSQNGMENGDAGSEKDERHFGNGSHQPGLDLNDHVGEQDMGECDVNHATLAENGLGSALTNGGLNLHSPVKRKLEAEKDYVFDKRLRYSVRQNESNCRFRDIVVRKEEGFTHILLSSQTSDNNALTPEIMKEVRRALCNAATDDSKLLLLSAVGSVFCSGLDYSYLIGRLSSDRRKESTRIAEAIRDFVKAFIQFKKPIVVAINGPALGLGASILPLCDIVWASEKAWFQTPYATIRLTPAGCSSYTFPQILGVALANEMLFCGRKLTAQEACSRGLVSQVFWPTTFSQEVMLRVKEMASCSAVVLEESKCLVRSFLKSVLEDVNEKECLMLKQLWSSSKGLDSLFSYLQ.... The pIC50 is 6.5. (2) The small molecule is O=S(=O)(Nc1ccc(F)c(Nc2ncccc2-c2ncnc3[nH]cnc23)c1F)c1ccsc1. The target is CKENALLRYLLDKDD. The pIC50 is 7.0. (3) The small molecule is Cn1c(=O)c(S(=O)(=O)c2ccc(F)cc2F)cc2cnc(Nc3ccc4[nH]ccc4c3)nc21. The target protein (Q6IQ55) has sequence MSGGGEQLDILSVGILVKERWKVLRKIGGGGFGEIYDALDMLTRENVALKVESAQQPKQVLKMEVAVLKKLQGKDHVCRFIGCGRNDRFNYVVMQLQGRNLADLRRSQSRGTFTISTTLRLGRQILESIESIHSVGFLHRDIKPSNFAMGRFPSTCRKCYMLDFGLARQFTNSCGDVRPPRAVAGFRGTVRYASINAHRNREMGRHDDLWSLFYMLVEFVVGQLPWRKIKDKEQVGSIKERYDHRLMLKHLPPEFSIFLDHISSLDYFTKPDYQLLTSVFDNSIKTFGVIESDPFDWEKTGNDGSLTTTTTSTTPQLHTRLTPAAIGIANATPIPGDLLRENTDEVFPDEQLSDGENGIPVGVSPDKLPGSLGHPRPQEKDVWEEMDANKNKIKLGICKAATEEENSHGQANGLLNAPSLGSPIRVRSEITQPDRDIPLVRKLRSIHSFELEKRLTLEPKPDTDKFLETCLEKMQKDTSAGKESILPALLHKPCVPAVSR.... The pIC50 is 5.0. (4) The small molecule is CN[C@@H](C)C(=O)N[C@@H]1C(=O)N(Cc2c(OC)ccc3ccccc23)c2ccccc2N(C(=O)CS(C)(=O)=O)[C@H]1C. The target protein sequence is MRHHHHHHRDHFALDRPSETHADYLLRTGQVVDISDTIYPRNPAMYSEEARLKSFQNWPDYAHLTPRELASAGLYYTGIGDQVQCFACGGKLKNWEPGDFPNCFFVLGRAWSEHRRHRNLNIRSE. The pIC50 is 7.7.